Task: Predict which catalyst facilitates the given reaction.. Dataset: Catalyst prediction with 721,799 reactions and 888 catalyst types from USPTO (1) Reactant: C(=O)([O-])[O-].[K+].[K+].[Cl:7][C:8]1[CH:13]=[CH:12][C:11]([CH:14]=[CH:15][C:16]2[CH:17]=[C:18]([OH:22])[CH:19]=[CH:20][CH:21]=2)=[CH:10][CH:9]=1.[CH2:23]([O:25][C:26]([C:28]1[C:29]2[S:37][CH:36]=[C:35]([CH2:38]Br)[C:30]=2[C:31]([Cl:34])=[N:32][CH:33]=1)=[O:27])[CH3:24]. Product: [CH2:23]([O:25][C:26]([C:28]1[C:29]2[S:37][CH:36]=[C:35]([CH2:38][O:22][C:18]3[CH:19]=[CH:20][CH:21]=[C:16]([CH:15]=[CH:14][C:11]4[CH:12]=[CH:13][C:8]([Cl:7])=[CH:9][CH:10]=4)[CH:17]=3)[C:30]=2[C:31]([Cl:34])=[N:32][CH:33]=1)=[O:27])[CH3:24]. The catalyst class is: 213. (2) Reactant: [Cl:1][C:2]1[N:3]=[C:4]([N:19]2[CH2:24][CH2:23][O:22][CH2:21][CH2:20]2)[C:5]2[S:10][C:9]([C:11]3[CH:16]=[CH:15][C:14]([CH2:17][NH2:18])=[CH:13][CH:12]=3)=[CH:8][C:6]=2[N:7]=1.CN(C(ON1N=NC2C=CC=NC1=2)=[N+](C)C)C.F[P-](F)(F)(F)(F)F.[C:49](O)(=[O:52])[CH2:50][OH:51].CCN(C(C)C)C(C)C. Product: [Cl:1][C:2]1[N:3]=[C:4]([N:19]2[CH2:24][CH2:23][O:22][CH2:21][CH2:20]2)[C:5]2[S:10][C:9]([C:11]3[CH:16]=[CH:15][C:14]([CH2:17][NH:18][C:50](=[O:51])[CH2:49][OH:52])=[CH:13][CH:12]=3)=[CH:8][C:6]=2[N:7]=1. The catalyst class is: 3. (3) Product: [CH:1]1([CH:6]([C:8]2[O:9][C:10]3[C:17]([F:18])=[CH:16][C:15]([F:19])=[CH:14][C:11]=3[C:12]=2[CH3:13])[OH:7])[CH2:5][CH2:4][CH2:3][CH2:2]1. Reactant: [CH:1]1([C:6]([C:8]2[O:9][C:10]3[C:17]([F:18])=[CH:16][C:15]([F:19])=[CH:14][C:11]=3[C:12]=2[CH3:13])=[O:7])[CH2:5][CH2:4][CH2:3][CH2:2]1.[BH4-].[Na+].O. The catalyst class is: 111. (4) Reactant: [CH3:1][O:2][C:3](=[O:18])[CH:4]([CH:10]([NH2:17])[C:11]1[CH:16]=[CH:15][CH:14]=[CH:13][CH:12]=1)[CH2:5][CH2:6][CH:7](Br)[CH3:8].N[C@H](C(O)=O)CC1C=C2C(C=CC=C2)=CC=1.C([O-])(O)=O.[Na+]. Product: [CH3:1][O:2][C:3]([C@@H:4]1[CH2:5][CH2:6][C@@H:7]([CH3:8])[NH:17][C@H:10]1[C:11]1[CH:16]=[CH:15][CH:14]=[CH:13][CH:12]=1)=[O:18]. The catalyst class is: 3.